From a dataset of Catalyst prediction with 721,799 reactions and 888 catalyst types from USPTO. Predict which catalyst facilitates the given reaction. (1) Reactant: [C:1]([O:5][C:6](=[O:25])[NH:7][CH:8]([C:10]1[CH:15]=[CH:14][C:13]([NH2:16])=[C:12]([C:17]#[C:18][C:19]2[CH:24]=[CH:23][CH:22]=[CH:21][CH:20]=2)[CH:11]=1)[CH3:9])([CH3:4])([CH3:3])[CH3:2].[CH3:26][S:27](O[S:27]([CH3:26])(=[O:29])=[O:28])(=[O:29])=[O:28].N1C=CC=CC=1. Product: [C:1]([O:5][C:6](=[O:25])[NH:7][CH:8]([C:10]1[CH:15]=[CH:14][C:13]([NH:16][S:27]([CH3:26])(=[O:29])=[O:28])=[C:12]([C:17]#[C:18][C:19]2[CH:24]=[CH:23][CH:22]=[CH:21][CH:20]=2)[CH:11]=1)[CH3:9])([CH3:2])([CH3:3])[CH3:4]. The catalyst class is: 2. (2) Reactant: C(=O)([O-])[O-].[K+].[K+].Br[CH2:8][CH:9]1[CH2:14][CH2:13][O:12][CH2:11][CH2:10]1.[O:15]=[S:16]1(=[O:33])[CH2:21][CH2:20][N:19]2[CH:22]=[CH:23][CH:24]=[C:25]([C:26]3[CH:31]=[CH:30][C:29]([OH:32])=[CH:28][CH:27]=3)[C:18]2=[N:17]1.[OH-].[Na+]. Product: [O:12]1[CH2:13][CH2:14][CH:9]([CH2:8][O:32][C:29]2[CH:28]=[CH:27][C:26]([C:25]3[C:18]4=[N:17][S:16](=[O:33])(=[O:15])[CH2:21][CH2:20][N:19]4[CH:22]=[CH:23][CH:24]=3)=[CH:31][CH:30]=2)[CH2:10][CH2:11]1. The catalyst class is: 16.